The task is: Predict the reaction yield, written as a fraction of the theoretical maximum amount of product (1.0 means a 100% yield; for example, 0.34 means a 34% yield).. This data is from Reaction yield outcomes from USPTO patents with 853,638 reactions. (1) The reactants are [C:1]([NH:6][CH2:7][CH2:8][CH2:9][CH2:10][CH2:11][CH2:12][CH2:13][CH2:14][CH2:15][CH2:16][C:17]([OH:19])=[O:18])(=[O:5])[C:2]([CH3:4])=[CH2:3].[C:20]([O:24][CH2:25][C:26]([F:29])([F:28])[F:27])(=[O:23])[CH:21]=[CH2:22].C(OCC)(=O)C. The catalyst is CO. The product is [C:1]([NH:6][CH2:7][CH2:8][CH2:9][CH2:10][CH2:11][CH2:12][CH2:13][CH2:14][CH2:15][CH2:16][C:17]([OH:19])=[O:18])(=[O:5])[C:2]([CH3:4])=[CH2:3].[C:20]([O:24][CH2:25][C:26]([F:29])([F:28])[F:27])(=[O:23])[CH:21]=[CH2:22]. The yield is 0.451. (2) The reactants are C([O:3][C:4](=[O:24])[C:5]1[CH:10]=[CH:9][C:8]([Cl:11])=[C:7]([N:12]2[C:17]([CH3:18])=[CH:16][C:15]([C:19]([F:22])([F:21])[F:20])=[N:14][C:13]2=[O:23])[CH:6]=1)C. The catalyst is Cl. The product is [Cl:11][C:8]1[CH:9]=[CH:10][C:5]([C:4]([OH:24])=[O:3])=[CH:6][C:7]=1[N:12]1[C:17]([CH3:18])=[CH:16][C:15]([C:19]([F:20])([F:21])[F:22])=[N:14][C:13]1=[O:23]. The yield is 0.330. (3) The reactants are [CH2:1]([OH:13])[CH2:2][O:3][CH2:4][CH2:5][O:6][CH2:7][CH2:8][O:9][CH2:10][CH2:11][OH:12].[I-].[K+].[C:16]1(C)[CH:21]=[CH:20][C:19]([S:22](Cl)(=[O:24])=[O:23])=[CH:18][CH:17]=1.Cl[CH2:28]Cl. No catalyst specified. The product is [C:18]1([CH3:28])[C:19]([S:22]([O:12][CH2:11][CH2:10][O:9][CH2:8][CH2:7][O:6][CH2:5][CH2:4][O:3][CH2:2][CH2:1][OH:13])(=[O:23])=[O:24])=[CH:20][CH:21]=[CH:16][CH:17]=1. The yield is 0.740. (4) The reactants are [Cl:1][C:2]1[C:11]2[C:6](=[CH:7][CH:8]=[C:9]([OH:12])[CH:10]=2)[N:5]=[C:4]([C:13]2[CH:20]=[CH:19][C:16]([C:17]#[N:18])=[CH:15][CH:14]=2)[CH:3]=1.[Si]([N:25]=[N+:26]=[N-:27])(C)(C)C. The catalyst is C1(C)C=CC=CC=1. The product is [N:18]1[NH:25][N:26]=[N:27][C:17]=1[C:16]1[CH:19]=[CH:20][C:13]([C:4]2[CH:3]=[C:2]([Cl:1])[C:11]3[C:6](=[CH:7][CH:8]=[C:9]([OH:12])[CH:10]=3)[N:5]=2)=[CH:14][CH:15]=1. The yield is 0.135. (5) The reactants are [Br:1][C:2]1[CH:3]=[CH:4][C:5]([Cl:11])=[C:6]([CH:10]=1)[C:7]([OH:9])=[O:8].[C:12](Cl)(=O)C(Cl)=O.CO. The catalyst is ClCCl.CN(C)C=O. The product is [Br:1][C:2]1[CH:3]=[CH:4][C:5]([Cl:11])=[C:6]([CH:10]=1)[C:7]([O:9][CH3:12])=[O:8]. The yield is 0.910. (6) The reactants are [CH:1]1([N:4]2[CH2:9][CH2:8][N:7]([C:10]3[S:11][C:12]4[CH:18]=[C:17]([CH:19]=O)[CH:16]=[CH:15][C:13]=4[N:14]=3)[CH2:6][CH2:5]2)[CH2:3][CH2:2]1.[NH:21]1[CH2:26][CH2:25][O:24][CH2:23][CH2:22]1.C(O)(=O)C.[BH3-]C#N.[Na+]. The catalyst is CO.C1COCC1. The product is [CH:1]1([N:4]2[CH2:9][CH2:8][N:7]([C:10]3[S:11][C:12]4[CH:18]=[C:17]([CH2:19][N:21]5[CH2:26][CH2:25][O:24][CH2:23][CH2:22]5)[CH:16]=[CH:15][C:13]=4[N:14]=3)[CH2:6][CH2:5]2)[CH2:3][CH2:2]1. The yield is 0.310. (7) The reactants are [CH3:1][C:2]1([C:8](O)=[O:9])[CH2:7][CH2:6][CH2:5][CH2:4][CH2:3]1.B#B. The yield is 0.690. The catalyst is O1CCCC1. The product is [CH3:1][C:2]1([CH2:8][OH:9])[CH2:7][CH2:6][CH2:5][CH2:4][CH2:3]1. (8) The reactants are [CH3:1][CH:2]1[CH:6]([CH3:7])[O:5][C:4]2([CH2:12][C:11]([CH3:17])([C:13]([F:16])([F:15])[F:14])[C:10](=[O:18])[C:9]([CH3:19])=[CH:8]2)[O:3]1.O1CC[CH2:22][CH2:21]1. The catalyst is O. The product is [C:21]([C:10]1([OH:18])[C:11]([CH3:17])([C:13]([F:16])([F:14])[F:15])[CH2:12][C:4]2([O:3][CH:2]([CH3:1])[CH:6]([CH3:7])[O:5]2)[CH:8]=[C:9]1[CH3:19])#[CH:22]. The yield is 0.680. (9) The reactants are [Br:1]N1C(=O)CCC1=O.[CH3:9][O:10][C:11]([C:13]1[CH:21]=[C:20]2[C:16]([C:17]3[CH:25]=[C:24]([CH3:26])[CH:23]=[N:22][C:18]=3[NH:19]2)=[C:15]([C:27]2[CH:32]=[CH:31][CH:30]=[C:29]([S:33]([CH2:36][CH3:37])(=[O:35])=[O:34])[CH:28]=2)[CH:14]=1)=[O:12]. The catalyst is C(Cl)Cl. The product is [CH3:9][O:10][C:11]([C:13]1[CH:21]=[C:20]2[C:16]([C:17]3[CH:25]=[C:24]([CH3:26])[CH:23]=[N:22][C:18]=3[NH:19]2)=[C:15]([C:27]2[CH:32]=[CH:31][CH:30]=[C:29]([S:33]([CH2:36][CH3:37])(=[O:35])=[O:34])[CH:28]=2)[C:14]=1[Br:1])=[O:12]. The yield is 0.240.